This data is from NCI-60 drug combinations with 297,098 pairs across 59 cell lines. The task is: Regression. Given two drug SMILES strings and cell line genomic features, predict the synergy score measuring deviation from expected non-interaction effect. (1) Drug 1: C1CC(C1)(C(=O)O)C(=O)O.[NH2-].[NH2-].[Pt+2]. Drug 2: B(C(CC(C)C)NC(=O)C(CC1=CC=CC=C1)NC(=O)C2=NC=CN=C2)(O)O. Cell line: UO-31. Synergy scores: CSS=26.0, Synergy_ZIP=0.265, Synergy_Bliss=-0.282, Synergy_Loewe=-65.6, Synergy_HSA=-2.47. (2) Drug 1: CN(C)N=NC1=C(NC=N1)C(=O)N. Synergy scores: CSS=-4.24, Synergy_ZIP=0.481, Synergy_Bliss=-0.0354, Synergy_Loewe=-4.83, Synergy_HSA=-4.29. Drug 2: CC1=C(C(CCC1)(C)C)C=CC(=CC=CC(=CC(=O)O)C)C. Cell line: OVCAR3. (3) Drug 1: CNC(=O)C1=CC=CC=C1SC2=CC3=C(C=C2)C(=NN3)C=CC4=CC=CC=N4. Drug 2: CC1C(C(CC(O1)OC2CC(CC3=C2C(=C4C(=C3O)C(=O)C5=C(C4=O)C(=CC=C5)OC)O)(C(=O)CO)O)N)O.Cl. Cell line: CAKI-1. Synergy scores: CSS=32.6, Synergy_ZIP=-2.19, Synergy_Bliss=-3.17, Synergy_Loewe=-5.04, Synergy_HSA=-1.93. (4) Cell line: SNB-19. Drug 1: C1CN1C2=NC(=NC(=N2)N3CC3)N4CC4. Synergy scores: CSS=25.3, Synergy_ZIP=-12.3, Synergy_Bliss=-3.41, Synergy_Loewe=-6.57, Synergy_HSA=-0.191. Drug 2: CC1=C(N=C(N=C1N)C(CC(=O)N)NCC(C(=O)N)N)C(=O)NC(C(C2=CN=CN2)OC3C(C(C(C(O3)CO)O)O)OC4C(C(C(C(O4)CO)O)OC(=O)N)O)C(=O)NC(C)C(C(C)C(=O)NC(C(C)O)C(=O)NCCC5=NC(=CS5)C6=NC(=CS6)C(=O)NCCC[S+](C)C)O. (5) Drug 1: C1=NC(=NC(=O)N1C2C(C(C(O2)CO)O)O)N. Drug 2: CC1C(C(CC(O1)OC2CC(CC3=C2C(=C4C(=C3O)C(=O)C5=C(C4=O)C(=CC=C5)OC)O)(C(=O)CO)O)N)O.Cl. Cell line: SN12C. Synergy scores: CSS=46.0, Synergy_ZIP=-1.65, Synergy_Bliss=-0.154, Synergy_Loewe=-8.91, Synergy_HSA=2.44. (6) Drug 1: C1=C(C(=O)NC(=O)N1)N(CCCl)CCCl. Drug 2: C1CN(CCN1C(=O)CCBr)C(=O)CCBr. Cell line: U251. Synergy scores: CSS=53.8, Synergy_ZIP=4.16, Synergy_Bliss=6.56, Synergy_Loewe=-1.32, Synergy_HSA=10.5.